From a dataset of Reaction yield outcomes from USPTO patents with 853,638 reactions. Predict the reaction yield, written as a fraction of the theoretical maximum amount of product (1.0 means a 100% yield; for example, 0.34 means a 34% yield). The reactants are Cl.[F:2][C:3]12[CH2:11][CH:7]3[CH2:8][CH:9]([CH2:10]1)[C:5]([NH2:12])([CH2:6]3)[CH2:4]2.C([O-])([O-])=O.[K+].[K+].Cl[CH2:20][C:21]([N:23]1[CH2:27][CH2:26][CH2:25][C@H:24]1[C:28]#[N:29])=[O:22]. The catalyst is CS(C)=O.CCOC(C)=O. The product is [F:2][C:3]12[CH2:11][CH:7]3[CH2:6][C:5]([NH:12][CH2:20][C:21]([N:23]4[CH2:27][CH2:26][CH2:25][C@H:24]4[C:28]#[N:29])=[O:22])([CH2:4]1)[CH:9]([CH2:8]3)[CH2:10]2. The yield is 0.380.